From a dataset of Cav3 T-type calcium channel HTS with 100,875 compounds. Binary Classification. Given a drug SMILES string, predict its activity (active/inactive) in a high-throughput screening assay against a specified biological target. (1) The result is 0 (inactive). The drug is o1c(nnc1c1ccccc1)CN1CCN(CC1)c1ccccc1. (2) The molecule is Brc1cc(CNC(=O)C2ON=C(C2)c2c([N+]([O-])=O)cccc2)ccc1. The result is 0 (inactive). (3) The compound is ONC=1CC(CC2=NN=C(C12)CC)c1ccccc1. The result is 0 (inactive). (4) The drug is S(C(CC)C(OC)=O)c1ncnc2n(nnc12)c1ccc(F)cc1. The result is 0 (inactive). (5) The drug is O=C(NC12CC3CC(C1)CC(C2)C3)N1CCN(CC1)C(OCC)=O. The result is 0 (inactive). (6) The compound is O(c1nnc(c2cc(NC(=O)C)c(N3CCCCC3)cc2)c2c1cccc2)C. The result is 0 (inactive). (7) The compound is O=C(c1c2c(n(c1)CC(=O)NCc1cc3OCOc3cc1)cccc2)C(C)C. The result is 0 (inactive).